Dataset: NCI-60 drug combinations with 297,098 pairs across 59 cell lines. Task: Regression. Given two drug SMILES strings and cell line genomic features, predict the synergy score measuring deviation from expected non-interaction effect. (1) Drug 1: C1CC(=O)NC(=O)C1N2C(=O)C3=CC=CC=C3C2=O. Drug 2: C(CCl)NC(=O)N(CCCl)N=O. Cell line: UO-31. Synergy scores: CSS=6.56, Synergy_ZIP=-2.38, Synergy_Bliss=0.743, Synergy_Loewe=3.26, Synergy_HSA=1.25. (2) Drug 1: CC12CCC3C(C1CCC2O)C(CC4=C3C=CC(=C4)O)CCCCCCCCCS(=O)CCCC(C(F)(F)F)(F)F. Drug 2: C1CC(=O)NC(=O)C1N2C(=O)C3=CC=CC=C3C2=O. Cell line: HOP-62. Synergy scores: CSS=3.13, Synergy_ZIP=6.40, Synergy_Bliss=4.82, Synergy_Loewe=2.08, Synergy_HSA=0.768. (3) Drug 1: CCN(CC)CCCC(C)NC1=C2C=C(C=CC2=NC3=C1C=CC(=C3)Cl)OC. Drug 2: N.N.Cl[Pt+2]Cl. Cell line: T-47D. Synergy scores: CSS=36.1, Synergy_ZIP=-10.8, Synergy_Bliss=-3.39, Synergy_Loewe=-1.57, Synergy_HSA=0.871. (4) Synergy scores: CSS=24.4, Synergy_ZIP=-1.65, Synergy_Bliss=1.11, Synergy_Loewe=0.166, Synergy_HSA=3.61. Cell line: 786-0. Drug 2: CN(CC1=CN=C2C(=N1)C(=NC(=N2)N)N)C3=CC=C(C=C3)C(=O)NC(CCC(=O)O)C(=O)O. Drug 1: CC12CCC(CC1=CCC3C2CCC4(C3CC=C4C5=CN=CC=C5)C)O. (5) Drug 1: CN1C(=O)N2C=NC(=C2N=N1)C(=O)N. Drug 2: CC1=C2C(C(=O)C3(C(CC4C(C3C(C(C2(C)C)(CC1OC(=O)C(C(C5=CC=CC=C5)NC(=O)C6=CC=CC=C6)O)O)OC(=O)C7=CC=CC=C7)(CO4)OC(=O)C)O)C)OC(=O)C. Cell line: OVCAR-5. Synergy scores: CSS=38.6, Synergy_ZIP=7.01, Synergy_Bliss=-1.44, Synergy_Loewe=-70.8, Synergy_HSA=-13.7. (6) Drug 1: CC1=C(C(=CC=C1)Cl)NC(=O)C2=CN=C(S2)NC3=CC(=NC(=N3)C)N4CCN(CC4)CCO. Synergy scores: CSS=1.25, Synergy_ZIP=0.289, Synergy_Bliss=2.73, Synergy_Loewe=-2.02, Synergy_HSA=1.23. Drug 2: C(CN)CNCCSP(=O)(O)O. Cell line: IGROV1.